From a dataset of NCI-60 drug combinations with 297,098 pairs across 59 cell lines. Regression. Given two drug SMILES strings and cell line genomic features, predict the synergy score measuring deviation from expected non-interaction effect. (1) Drug 1: CN(CC1=CN=C2C(=N1)C(=NC(=N2)N)N)C3=CC=C(C=C3)C(=O)NC(CCC(=O)O)C(=O)O. Drug 2: C1C(C(OC1N2C=NC3=C(N=C(N=C32)Cl)N)CO)O. Cell line: UO-31. Synergy scores: CSS=55.1, Synergy_ZIP=-1.34, Synergy_Bliss=-2.71, Synergy_Loewe=-22.5, Synergy_HSA=-4.58. (2) Drug 1: C1CN(P(=O)(OC1)NCCCl)CCCl. Drug 2: CC12CCC3C(C1CCC2OP(=O)(O)O)CCC4=C3C=CC(=C4)OC(=O)N(CCCl)CCCl.[Na+]. Cell line: SK-MEL-2. Synergy scores: CSS=3.84, Synergy_ZIP=8.51, Synergy_Bliss=19.8, Synergy_Loewe=3.05, Synergy_HSA=6.11. (3) Drug 1: C1=CN(C(=O)N=C1N)C2C(C(C(O2)CO)O)O.Cl. Drug 2: CCC1(CC2CC(C3=C(CCN(C2)C1)C4=CC=CC=C4N3)(C5=C(C=C6C(=C5)C78CCN9C7C(C=CC9)(C(C(C8N6C=O)(C(=O)OC)O)OC(=O)C)CC)OC)C(=O)OC)O.OS(=O)(=O)O. Cell line: OVCAR-8. Synergy scores: CSS=30.8, Synergy_ZIP=-0.626, Synergy_Bliss=-2.93, Synergy_Loewe=-8.84, Synergy_HSA=-3.88. (4) Drug 2: C1=NC2=C(N=C(N=C2N1C3C(C(C(O3)CO)O)F)Cl)N. Cell line: T-47D. Synergy scores: CSS=23.3, Synergy_ZIP=-7.38, Synergy_Bliss=-6.05, Synergy_Loewe=-5.74, Synergy_HSA=-5.73. Drug 1: C1=CC(=CC=C1CCCC(=O)O)N(CCCl)CCCl. (5) Drug 1: C1=CN(C(=O)N=C1N)C2C(C(C(O2)CO)O)O.Cl. Drug 2: CC1=C(C(=CC=C1)Cl)NC(=O)C2=CN=C(S2)NC3=CC(=NC(=N3)C)N4CCN(CC4)CCO. Cell line: SF-268. Synergy scores: CSS=1.42, Synergy_ZIP=-1.10, Synergy_Bliss=4.20, Synergy_Loewe=-0.836, Synergy_HSA=1.45. (6) Drug 1: C1=NC2=C(N1)C(=S)N=CN2. Drug 2: B(C(CC(C)C)NC(=O)C(CC1=CC=CC=C1)NC(=O)C2=NC=CN=C2)(O)O. Cell line: HL-60(TB). Synergy scores: CSS=49.5, Synergy_ZIP=-3.00, Synergy_Bliss=2.71, Synergy_Loewe=-24.2, Synergy_HSA=-0.100. (7) Drug 1: CCC1=CC2CC(C3=C(CN(C2)C1)C4=CC=CC=C4N3)(C5=C(C=C6C(=C5)C78CCN9C7C(C=CC9)(C(C(C8N6C)(C(=O)OC)O)OC(=O)C)CC)OC)C(=O)OC.C(C(C(=O)O)O)(C(=O)O)O. Drug 2: C1CC(C1)(C(=O)O)C(=O)O.[NH2-].[NH2-].[Pt+2]. Cell line: LOX IMVI. Synergy scores: CSS=50.1, Synergy_ZIP=-15.2, Synergy_Bliss=-8.18, Synergy_Loewe=-6.77, Synergy_HSA=-2.91. (8) Drug 1: CC(CN1CC(=O)NC(=O)C1)N2CC(=O)NC(=O)C2. Drug 2: C(CCl)NC(=O)N(CCCl)N=O. Cell line: A498. Synergy scores: CSS=23.7, Synergy_ZIP=-3.72, Synergy_Bliss=2.70, Synergy_Loewe=-0.339, Synergy_HSA=1.79. (9) Drug 1: CC1=C2C(C(=O)C3(C(CC4C(C3C(C(C2(C)C)(CC1OC(=O)C(C(C5=CC=CC=C5)NC(=O)OC(C)(C)C)O)O)OC(=O)C6=CC=CC=C6)(CO4)OC(=O)C)OC)C)OC. Drug 2: B(C(CC(C)C)NC(=O)C(CC1=CC=CC=C1)NC(=O)C2=NC=CN=C2)(O)O. Cell line: EKVX. Synergy scores: CSS=46.8, Synergy_ZIP=6.72, Synergy_Bliss=7.82, Synergy_Loewe=5.16, Synergy_HSA=9.30. (10) Drug 1: C1=CC=C(C=C1)NC(=O)CCCCCCC(=O)NO. Drug 2: C1=CC=C(C(=C1)C(C2=CC=C(C=C2)Cl)C(Cl)Cl)Cl. Cell line: CCRF-CEM. Synergy scores: CSS=3.63, Synergy_ZIP=1.72, Synergy_Bliss=2.23, Synergy_Loewe=-40.2, Synergy_HSA=-0.666.